From a dataset of Forward reaction prediction with 1.9M reactions from USPTO patents (1976-2016). Predict the product of the given reaction. (1) The product is: [CH3:28][N:29]([CH3:45])[C:30]1[N:35]=[CH:34][C:33]([C:2]2[N:3]=[C:4]([N:22]3[CH2:27][CH2:26][O:25][CH2:24][CH2:23]3)[C:5]3[N:10]=[C:9]([CH2:11][N:12]4[CH2:17][CH2:16][N:15]([S:18]([CH3:21])(=[O:20])=[O:19])[CH2:14][CH2:13]4)[S:8][C:6]=3[N:7]=2)=[CH:32][N:31]=1. Given the reactants Cl[C:2]1[N:3]=[C:4]([N:22]2[CH2:27][CH2:26][O:25][CH2:24][CH2:23]2)[C:5]2[N:10]=[C:9]([CH2:11][N:12]3[CH2:17][CH2:16][N:15]([S:18]([CH3:21])(=[O:20])=[O:19])[CH2:14][CH2:13]3)[S:8][C:6]=2[N:7]=1.[CH3:28][N:29]([CH3:45])[C:30]1[N:35]=[CH:34][C:33](B2OC(C)(C)C(C)(C)O2)=[CH:32][N:31]=1, predict the reaction product. (2) Given the reactants O[C@@H:2]([C:4]1[S:8][C:7]([C:9]#[N:10])=[CH:6][CH:5]=1)[CH3:3].CS(Cl)(=O)=O.S([O-])(=O)(=O)C.[CH3:21][O:22][C:23]1[CH:28]=[CH:27][C:26]([C:29]2[C:34]([CH3:35])=[C:33]([C:36]([F:39])([F:38])[F:37])[N:32]3[N:40]=[CH:41][C:42]([C:43]([N:45]4[CH2:50][CH2:49][NH:48][CH2:47][C@H:46]4[CH3:51])=[O:44])=[C:31]3[N:30]=2)=[CH:25][CH:24]=1, predict the reaction product. The product is: [CH3:21][O:22][C:23]1[CH:24]=[CH:25][C:26]([C:29]2[C:34]([CH3:35])=[C:33]([C:36]([F:38])([F:37])[F:39])[N:32]3[N:40]=[CH:41][C:42]([C:43]([N:45]4[CH2:50][CH2:49][N:48]([C@H:2]([C:4]5[S:8][C:7]([C:9]#[N:10])=[CH:6][CH:5]=5)[CH3:3])[CH2:47][C@H:46]4[CH3:51])=[O:44])=[C:31]3[N:30]=2)=[CH:27][CH:28]=1. (3) Given the reactants [NH:1]1[CH2:6][CH2:5][CH:4]([N:7]2[CH2:12][CH2:11][O:10][CH2:9][CH2:8]2)[CH2:3][CH2:2]1.[Br:13][C:14]1[CH:19]=[CH:18][C:17](B(O)O)=[CH:16][CH:15]=1.N1C=CC=CC=1.ClCCl, predict the reaction product. The product is: [Br:13][C:14]1[CH:19]=[CH:18][C:17]([N:1]2[CH2:6][CH2:5][CH:4]([N:7]3[CH2:12][CH2:11][O:10][CH2:9][CH2:8]3)[CH2:3][CH2:2]2)=[CH:16][CH:15]=1. (4) Given the reactants [OH:1][C:2]1[C:7]([O:8][CH3:9])=[C:6]([C:10]([O:12]CC)=[O:11])[C:5]([CH3:15])=[C:4]([CH3:16])[C:3]=1[C:17](=[O:35])[CH:18]=[CH:19][C:20]1[CH:25]=[C:24](C(C)(C)C)[C:23](O)=[C:22](C(C)(C)C)[CH:21]=1.[Cl:36]C1C=CC(C=O)=CC=1, predict the reaction product. The product is: [OH:1][C:2]1[C:7]([O:8][CH3:9])=[C:6]([C:10]([OH:12])=[O:11])[C:5]([CH3:15])=[C:4]([CH3:16])[C:3]=1[C:17](=[O:35])[CH:18]=[CH:19][C:20]1[CH:25]=[CH:24][C:23]([Cl:36])=[CH:22][CH:21]=1. (5) Given the reactants [Si:1]([O:8][CH2:9][C@H:10]1[CH2:14][CH2:13][C:12](=[O:15])[N:11]1[CH2:16][C:17]1[S:18][CH:19]=[C:20](/[CH:22]=[CH:23]/[C:24]([OH:26])=[O:25])[N:21]=1)([C:4]([CH3:7])([CH3:6])[CH3:5])([CH3:3])[CH3:2].[CH2:27](I)[CH2:28][CH2:29][CH3:30].C(=O)([O-])[O-].[K+].[K+].O, predict the reaction product. The product is: [Si:1]([O:8][CH2:9][C@H:10]1[CH2:14][CH2:13][C:12](=[O:15])[N:11]1[CH2:16][C:17]1[S:18][CH:19]=[C:20](/[CH:22]=[CH:23]/[C:24]([O:26][CH2:27][CH2:28][CH2:29][CH3:30])=[O:25])[N:21]=1)([C:4]([CH3:7])([CH3:5])[CH3:6])([CH3:2])[CH3:3]. (6) Given the reactants [Si]([O:8][CH2:9][CH2:10][C@H:11]1[CH2:22][CH2:21][C:20]2[S:19][C:18]3[N:17]=[CH:16][N:15]=[C:14]([O:23][CH:24]4[CH2:29][CH2:28][C:27]([NH:32][C:33](=[O:39])[O:34][C:35]([CH3:38])([CH3:37])[CH3:36])([CH2:30][CH3:31])[CH2:26][CH2:25]4)[C:13]=3[C:12]1=2)(C(C)(C)C)(C)C, predict the reaction product. The product is: [CH2:30]([C:27]1([NH:32][C:33](=[O:39])[O:34][C:35]([CH3:38])([CH3:37])[CH3:36])[CH2:28][CH2:29][CH:24]([O:23][C:14]2[C:13]3[C:12]4[C@@H:11]([CH2:10][CH2:9][OH:8])[CH2:22][CH2:21][C:20]=4[S:19][C:18]=3[N:17]=[CH:16][N:15]=2)[CH2:25][CH2:26]1)[CH3:31]. (7) The product is: [C:9]([O:13][C:14]([N:16]1[CH2:20][CH2:19][CH2:18][CH:17]1[CH2:21][CH2:22][NH:23][CH:5]1[CH2:6][CH2:7][N:2]([CH3:1])[CH2:3][CH2:4]1)=[O:15])([CH3:12])([CH3:11])[CH3:10]. Given the reactants [CH3:1][N:2]1[CH2:7][CH2:6][C:5](=O)[CH2:4][CH2:3]1.[C:9]([O:13][C:14]([N:16]1[CH2:20][CH2:19][CH2:18][CH:17]1[CH2:21][CH2:22][NH2:23])=[O:15])([CH3:12])([CH3:11])[CH3:10], predict the reaction product. (8) Given the reactants [Cl:1][C:2]1[CH:9]=[CH:8][CH:7]=[C:6]([N:10]2[CH:19]=[CH:18][C:17]3[C:12](=[C:13]([F:24])[CH:14]=[C:15]([C:20]([CH3:23])([CH3:22])[CH3:21])[CH:16]=3)[C:11]2=[O:25])[C:3]=1[CH:4]=[O:5].[BH4-].[Na+].O, predict the reaction product. The product is: [Cl:1][C:2]1[C:3]([CH2:4][OH:5])=[C:6]([N:10]2[CH:19]=[CH:18][C:17]3[C:12](=[C:13]([F:24])[CH:14]=[C:15]([C:20]([CH3:22])([CH3:23])[CH3:21])[CH:16]=3)[C:11]2=[O:25])[CH:7]=[CH:8][CH:9]=1. (9) Given the reactants [S:1]1[CH:5]=[CH:4][C:3](C(O)=O)=[CH:2]1.C1(P(N=[N+]=[N-])(C2C=CC=CC=2)=[O:16])C=CC=CC=1.C([N:28]([CH2:31]C)CC)C.[C:33]([OH:37])([CH3:36])([CH3:35])[CH3:34], predict the reaction product. The product is: [S:1]1[CH:5]=[CH:4][C:3]([NH:28][C:31](=[O:16])[O:37][C:33]([CH3:36])([CH3:35])[CH3:34])=[CH:2]1. (10) Given the reactants [C:1]([O:5][C:6]([N:8]1[CH2:13][CH2:12][N:11]([C:14](=[O:33])[CH2:15][N:16]2[CH2:21][CH:20]=[C:19]([C:22]3[CH:27]=[CH:26][C:25]([N+:28]([O-])=O)=[C:24]([O:31][CH3:32])[CH:23]=3)[CH2:18][CH2:17]2)[CH2:10][CH2:9]1)=[O:7])([CH3:4])([CH3:3])[CH3:2], predict the reaction product. The product is: [C:1]([O:5][C:6]([N:8]1[CH2:9][CH2:10][N:11]([C:14](=[O:33])[CH2:15][N:16]2[CH2:17][CH2:18][CH:19]([C:22]3[CH:27]=[CH:26][C:25]([NH2:28])=[C:24]([O:31][CH3:32])[CH:23]=3)[CH2:20][CH2:21]2)[CH2:12][CH2:13]1)=[O:7])([CH3:4])([CH3:3])[CH3:2].